This data is from Reaction yield outcomes from USPTO patents with 853,638 reactions. The task is: Predict the reaction yield, written as a fraction of the theoretical maximum amount of product (1.0 means a 100% yield; for example, 0.34 means a 34% yield). (1) The reactants are [CH3:1][O:2][C:3]1[C:12]([NH:13][C:14](=[O:22])OC2C=CC=CC=2)=[N:11][C:10]2[C:5](=[CH:6][CH:7]=[CH:8][CH:9]=2)[N:4]=1.[C:23]([C:26]1[CH:31]=[CH:30][C:29]([N:32]2[CH2:37][CH2:36][NH:35][CH2:34][CH2:33]2)=[CH:28][CH:27]=1)(=[O:25])[CH3:24]. No catalyst specified. The product is [CH3:1][O:2][C:3]1[C:12]([NH:13][C:14]([N:35]2[CH2:34][CH2:33][N:32]([C:29]3[CH:28]=[CH:27][C:26]([C:23](=[O:25])[CH3:24])=[CH:31][CH:30]=3)[CH2:37][CH2:36]2)=[O:22])=[N:11][C:10]2[C:5](=[CH:6][CH:7]=[CH:8][CH:9]=2)[N:4]=1. The yield is 0.710. (2) The reactants are [NH2:1][CH:2]([C:12]1[C:20]2[C:15](=[CH:16][CH:17]=[C:18]([Cl:21])[CH:19]=2)[NH:14][CH:13]=1)[CH2:3][NH:4][C:5](=[O:11])[O:6][C:7]([CH3:10])([CH3:9])[CH3:8].[Cl:22][C:23]1[CH:24]=[C:25]2[C:29](=[CH:30][CH:31]=1)[NH:28][CH:27]=[C:26]2[C:32](O)=[O:33].C(N=C=NCCCN(C)C)C. The catalyst is C(Cl)Cl. The product is [Cl:21][C:18]1[CH:19]=[C:20]2[C:15](=[CH:16][CH:17]=1)[NH:14][CH:13]=[C:12]2[CH:2]([NH:1][C:32]([C:26]1[C:25]2[C:29](=[CH:30][CH:31]=[C:23]([Cl:22])[CH:24]=2)[NH:28][CH:27]=1)=[O:33])[CH2:3][NH:4][C:5](=[O:11])[O:6][C:7]([CH3:9])([CH3:10])[CH3:8]. The yield is 0.750. (3) The reactants are [S:1]1[CH:5]=[CH:4][CH:3]=[C:2]1[S:6]([N:9]([CH2:11][P:12](=[O:15])([OH:14])[OH:13])[CH3:10])(=[O:8])=[O:7].[N+:16]([C:19]1[CH:24]=[CH:23][C:22](O)=[CH:21][CH:20]=1)([O-:18])=[O:17]. No catalyst specified. The product is [NH4+:9].[N+:16]([C:19]1[CH:24]=[CH:23][C:22]([O:15][P:12]([CH2:11][N:9]([S:6]([C:2]2[S:1][CH:5]=[CH:4][CH:3]=2)(=[O:7])=[O:8])[CH3:10])(=[O:13])[O-:14])=[CH:21][CH:20]=1)([O-:18])=[O:17]. The yield is 0.430. (4) The reactants are [C:1]([O:5][C:6]([N:8]1[CH2:14][CH2:13][C:12]2[CH:15]=[C:16]([N+:19]([O-])=O)[CH:17]=[CH:18][C:11]=2[CH2:10][CH2:9]1)=[O:7])([CH3:4])([CH3:3])[CH3:2].[H][H]. The catalyst is C(O)C.[Pd]. The product is [NH2:19][C:16]1[CH:17]=[CH:18][C:11]2[CH2:10][CH2:9][N:8]([C:6]([O:5][C:1]([CH3:2])([CH3:4])[CH3:3])=[O:7])[CH2:14][CH2:13][C:12]=2[CH:15]=1. The yield is 0.970. (5) The reactants are [CH2:1]([C:3](=[CH:6][CH2:7][C:8]1[C:9]([O:21][CH2:22][CH2:23][Si:24]([CH3:27])([CH3:26])[CH3:25])=[C:10]2[C:14](=[C:15]([CH3:19])[C:16]=1[CH2:17][CH3:18])[CH2:13][O:12][C:11]2=[O:20])[CH:4]=[O:5])[CH3:2].[BH4-].[Li+]. The catalyst is CO.CO.O.C1COCC1. The product is [CH2:17]([C:16]1[C:15]([CH3:19])=[C:14]2[C:10](=[C:9]([O:21][CH2:22][CH2:23][Si:24]([CH3:25])([CH3:26])[CH3:27])[C:8]=1[CH2:7][CH:6]=[C:3]([CH2:4][OH:5])[CH2:1][CH3:2])[C:11](=[O:20])[O:12][CH2:13]2)[CH3:18]. The yield is 0.700. (6) The reactants are Cl.[O:2]1[CH2:8][CH2:7][CH2:6][NH:5][CH2:4][CH2:3]1.[CH:9]([C:11]1[CH:16]=[CH:15][C:14]([C:17]#[C:18][C:19]2[CH:29]=[CH:28][C:22]([C:23]([O:25][CH2:26][CH3:27])=[O:24])=[CH:21][CH:20]=2)=[CH:13][CH:12]=1)=O.C(O[BH-](OC(=O)C)OC(=O)C)(=O)C.[Na+].C(=O)([O-])O.[Na+]. The catalyst is C(Cl)(Cl)Cl.C(O)(=O)C. The product is [O:2]1[CH2:8][CH2:7][CH2:6][N:5]([CH2:9][C:11]2[CH:12]=[CH:13][C:14]([C:17]#[C:18][C:19]3[CH:20]=[CH:21][C:22]([C:23]([O:25][CH2:26][CH3:27])=[O:24])=[CH:28][CH:29]=3)=[CH:15][CH:16]=2)[CH2:4][CH2:3]1. The yield is 0.520.